From a dataset of Full USPTO retrosynthesis dataset with 1.9M reactions from patents (1976-2016). Predict the reactants needed to synthesize the given product. (1) The reactants are: [C:1]([O:4][C:5]1[CH:13]=[CH:12][CH:11]=[CH:10][C:6]=1[C:7]([OH:9])=[O:8])(=[O:3])[CH3:2].C(N(CC)CC)C.ClC(OCC)=O.O[CH2:28][CH2:29][CH2:30][NH:31][C:32](=[O:41])[O:33][CH2:34][C:35]1[CH:40]=[CH:39][CH:38]=[CH:37][CH:36]=1. Given the product [C:1]([O:4][C:5]1[CH:13]=[CH:12][CH:11]=[CH:10][C:6]=1[C:7]([O:9][CH2:28][CH2:29][CH2:30][NH:31][C:32]([O:33][CH2:34][C:35]1[CH:36]=[CH:37][CH:38]=[CH:39][CH:40]=1)=[O:41])=[O:8])(=[O:3])[CH3:2], predict the reactants needed to synthesize it. (2) The reactants are: [C:1]([NH:5][CH2:6][CH2:7][CH:8]1[CH2:13][CH2:12][N:11](C(OC(C)(C)C)=O)[CH2:10][CH2:9]1)(=[O:4])[CH:2]=[CH2:3]. Given the product [NH:11]1[CH2:12][CH2:13][CH:8]([CH2:7][CH2:6][NH:5][C:1](=[O:4])[CH:2]=[CH2:3])[CH2:9][CH2:10]1, predict the reactants needed to synthesize it.